Dataset: CYP2C9 inhibition data for predicting drug metabolism from PubChem BioAssay. Task: Regression/Classification. Given a drug SMILES string, predict its absorption, distribution, metabolism, or excretion properties. Task type varies by dataset: regression for continuous measurements (e.g., permeability, clearance, half-life) or binary classification for categorical outcomes (e.g., BBB penetration, CYP inhibition). Dataset: cyp2c9_veith. The compound is NNC(=O)[C@@H](O)[C@H](O)C(=O)NN. The result is 0 (non-inhibitor).